Dataset: TCR-epitope binding with 47,182 pairs between 192 epitopes and 23,139 TCRs. Task: Binary Classification. Given a T-cell receptor sequence (or CDR3 region) and an epitope sequence, predict whether binding occurs between them. (1) The epitope is FLYALALLL. The TCR CDR3 sequence is CASKAPDLSANYGYTF. Result: 0 (the TCR does not bind to the epitope). (2) The epitope is LEPLVDLPI. The TCR CDR3 sequence is CASSQARGVAQPQHF. Result: 1 (the TCR binds to the epitope).